Dataset: Full USPTO retrosynthesis dataset with 1.9M reactions from patents (1976-2016). Task: Predict the reactants needed to synthesize the given product. (1) The reactants are: C([O:3][C:4]([C:6]1[C:15](=[O:16])[C:14]2[C:9](=[N:10][C:11]([N:18]3[CH2:22][CH:21]([OH:23])[CH:20]([NH:24][CH2:25][C:26]4[CH:31]=[CH:30][CH:29]=[CH:28][CH:27]=4)[CH2:19]3)=[C:12]([F:17])[CH:13]=2)[N:8](CCC#N)[CH:7]=1)=[O:5])C.[OH-].[Na+].Cl. Given the product [CH2:25]([NH:24][C@H:20]1[C@@H:21]([OH:23])[CH2:22][N:18]([C:11]2[N:10]=[C:9]3[C:14]([C:15](=[O:16])[C:6]([C:4]([OH:5])=[O:3])=[CH:7][NH:8]3)=[CH:13][C:12]=2[F:17])[CH2:19]1)[C:26]1[CH:31]=[CH:30][CH:29]=[CH:28][CH:27]=1, predict the reactants needed to synthesize it. (2) Given the product [F:12][C:5]1[CH:4]=[C:3]([F:13])[C:2]([NH:1][S:21]([CH3:20])(=[O:23])=[O:22])=[CH:11][C:6]=1[C:7]([O:9][CH3:10])=[O:8], predict the reactants needed to synthesize it. The reactants are: [NH2:1][C:2]1[C:3]([F:13])=[CH:4][C:5]([F:12])=[C:6]([CH:11]=1)[C:7]([O:9][CH3:10])=[O:8].N1C=CC=CC=1.[CH3:20][S:21](Cl)(=[O:23])=[O:22]. (3) Given the product [CH3:1][O:2][C:3](=[O:15])[C:4](=[O:14])[CH:5]([Cl:13])[C:6]1[CH:11]=[CH:10][CH:9]=[C:8]([F:16])[CH:7]=1, predict the reactants needed to synthesize it. The reactants are: [CH3:1][O:2][C:3](=[O:15])[C:4](=[O:14])[CH:5]([Cl:13])[C:6]1[CH:11]=[CH:10][C:9](F)=[CH:8][CH:7]=1.[F:16]C1C=C(C=CC=1)C=O.FC1C=CC(C=O)=CC=1. (4) Given the product [CH:11]1([C:8]2[NH:7][C:6](=[O:16])[C:5]([CH:2]([NH:1][C:24]([C:18]3([CH3:17])[CH2:23][CH2:22][CH2:21][CH2:20][CH2:19]3)=[O:25])[CH2:3][CH3:4])=[N:10][N:9]=2)[CH2:15][CH2:14][CH2:13][CH2:12]1, predict the reactants needed to synthesize it. The reactants are: [NH2:1][CH:2]([C:5]1[C:6](=[O:16])[NH:7][C:8]([CH:11]2[CH2:15][CH2:14][CH2:13][CH2:12]2)=[N:9][N:10]=1)[CH2:3][CH3:4].[CH3:17][C:18]1([C:24](Cl)=[O:25])[CH2:23][CH2:22][CH2:21][CH2:20][CH2:19]1.